From a dataset of Full USPTO retrosynthesis dataset with 1.9M reactions from patents (1976-2016). Predict the reactants needed to synthesize the given product. (1) Given the product [Cl:1][C:2]1[CH:3]=[CH:4][C:5]([CH3:11])=[C:6]([C:13]2[N:18]=[C:17]([NH2:19])[N:16]=[C:15]([NH:20][CH:21]3[CH2:24][CH2:23][CH2:22]3)[CH:14]=2)[CH:7]=1, predict the reactants needed to synthesize it. The reactants are: [Cl:1][C:2]1[CH:3]=[CH:4][C:5]([CH3:11])=[C:6](B(O)O)[CH:7]=1.Cl[C:13]1[N:18]=[C:17]([NH2:19])[N:16]=[C:15]([NH:20][CH:21]2[CH2:24][CH2:23][CH2:22]2)[CH:14]=1. (2) Given the product [CH:12]([NH:1][C@H:2]([CH2:6][C:7]1[S:8][CH:9]=[CH:10][CH:11]=1)[C:3]([OH:5])=[O:4])=[O:14], predict the reactants needed to synthesize it. The reactants are: [NH2:1][C@H:2]([CH2:6][C:7]1[S:8][CH:9]=[CH:10][CH:11]=1)[C:3]([OH:5])=[O:4].[C:12](OC(=O)C)(=[O:14])C.O. (3) Given the product [C:1]1([S:7]([C:8]2[CH:13]=[CH:12][C:11]([O:14][CH2:15][CH2:16][O:17][CH2:18][CH2:19][O:20][CH3:21])=[CH:10][CH:9]=2)=[O:31])[CH:6]=[CH:5][CH:4]=[CH:3][CH:2]=1, predict the reactants needed to synthesize it. The reactants are: [C:1]1([S:7][C:8]2[CH:13]=[CH:12][C:11]([O:14][CH2:15][CH2:16][O:17][CH2:18][CH2:19][O:20][CH3:21])=[CH:10][CH:9]=2)[CH:6]=[CH:5][CH:4]=[CH:3][CH:2]=1.OO.O.O.O.O.O.S([O-])([O-])(=[O:31])=S.[Na+].[Na+].